This data is from hERG Central: cardiac toxicity at 1µM, 10µM, and general inhibition. The task is: Predict hERG channel inhibition at various concentrations. (1) The drug is O=C(NCC(c1ccco1)N1CCc2ccccc2C1)c1ccc([N+](=O)[O-])cc1. Results: hERG_inhib (hERG inhibition (general)): blocker. (2) The molecule is O=C(CN1CCN(Cc2ccccc2)CC1)Nc1cccc(S(=O)(=O)N2CCCCCC2)c1. Results: hERG_inhib (hERG inhibition (general)): blocker. (3) The compound is O=C(CSc1nc2c(sc3ccccc32)c(=O)n1CCCN1CCCC1)NCC1CCCO1. Results: hERG_inhib (hERG inhibition (general)): blocker. (4) The compound is CCOc1ccccc1CN(CCc1ccc2c(c1)OCO2)Cc1ccccn1. Results: hERG_inhib (hERG inhibition (general)): blocker. (5) The compound is CCCOc1ccccc1N/C(N)=N/c1nc(C)cc(C)n1. Results: hERG_inhib (hERG inhibition (general)): blocker. (6) The compound is O=Cc1cc([N+](=O)[O-])ccc1N1CCN(Cc2ccc3c(c2)OCO3)CC1. Results: hERG_inhib (hERG inhibition (general)): blocker. (7) The drug is CCn1c(SCc2ccc(C#N)cc2)nnc1-c1ccc(S(=O)(=O)N2CCCCC2)cc1. Results: hERG_inhib (hERG inhibition (general)): blocker.